Dataset: NCI-60 drug combinations with 297,098 pairs across 59 cell lines. Task: Regression. Given two drug SMILES strings and cell line genomic features, predict the synergy score measuring deviation from expected non-interaction effect. Drug 2: C1CC(=O)NC(=O)C1N2C(=O)C3=CC=CC=C3C2=O. Synergy scores: CSS=2.67, Synergy_ZIP=-0.139, Synergy_Bliss=1.18, Synergy_Loewe=-0.886, Synergy_HSA=-1.47. Drug 1: C1CCN(CC1)CCOC2=CC=C(C=C2)C(=O)C3=C(SC4=C3C=CC(=C4)O)C5=CC=C(C=C5)O. Cell line: OVCAR-4.